From a dataset of Forward reaction prediction with 1.9M reactions from USPTO patents (1976-2016). Predict the product of the given reaction. (1) Given the reactants [Cl:1][C:2]1[CH:3]=[C:4]2[C:8](=[C:9]([Cl:11])[CH:10]=1)[C:7](=[O:12])[C:6](=[N:13]O)[CH2:5]2.Cl, predict the reaction product. The product is: [NH2:13][CH:6]1[CH2:5][C:4]2[C:8](=[C:9]([Cl:11])[CH:10]=[C:2]([Cl:1])[CH:3]=2)[C:7]1=[O:12]. (2) The product is: [Br:1][C:2]1[N:7]=[C:6]([CH2:8][Br:10])[C:5]([F:9])=[CH:4][CH:3]=1. Given the reactants [Br:1][C:2]1[N:7]=[C:6]([CH3:8])[C:5]([F:9])=[CH:4][CH:3]=1.[Br:10]N1C(=O)CCC1=O.N(C(C)(C)C#N)=NC(C)(C)C#N, predict the reaction product. (3) The product is: [CH3:1][N:2]([C:12]1[N:17]=[C:16]([C:18]2[CH:23]=[CH:22][CH:21]=[CH:20][CH:19]=2)[CH:15]=[CH:14][N:13]=1)[C:3]1[CH:8]=[CH:7][N:6]=[C:5]([NH:32][CH2:24][CH2:25][C:26]2[CH:31]=[CH:30][CH:29]=[CH:28][CH:27]=2)[N:4]=1. Given the reactants [CH3:1][N:2]([C:12]1[N:17]=[C:16]([C:18]2[CH:23]=[CH:22][CH:21]=[CH:20][CH:19]=2)[CH:15]=[CH:14][N:13]=1)[C:3]1[CH:8]=[CH:7][N:6]=[C:5](S(C)=O)[N:4]=1.[CH2:24]([NH2:32])[CH2:25][C:26]1[CH:31]=[CH:30][CH:29]=[CH:28][CH:27]=1, predict the reaction product. (4) Given the reactants [NH2:1][CH2:2][CH:3]([OH:5])[CH3:4].C(N(CC)CC)C.[C:13]([O:17][C:18](=[O:36])[C:19]1[C:24]([NH:25][C:26]2[CH:31]=[CH:30][C:29]([Br:32])=[CH:28][C:27]=2[Cl:33])=[C:23]([Cl:34])[C:22](Cl)=[N:21][CH:20]=1)([CH3:16])([CH3:15])[CH3:14], predict the reaction product. The product is: [C:13]([O:17][C:18](=[O:36])[C:19]1[C:24]([NH:25][C:26]2[CH:31]=[CH:30][C:29]([Br:32])=[CH:28][C:27]=2[Cl:33])=[C:23]([Cl:34])[C:22]([NH:1][CH2:2][CH:3]([OH:5])[CH3:4])=[N:21][CH:20]=1)([CH3:16])([CH3:14])[CH3:15].